From a dataset of Forward reaction prediction with 1.9M reactions from USPTO patents (1976-2016). Predict the product of the given reaction. (1) Given the reactants C([Li])CCC.Br[C:7]1[CH:8]=[C:9]([CH2:13][CH2:14][CH2:15][CH2:16][O:17][C:18]2[C:23]([Br:24])=[CH:22][CH:21]=[CH:20][CH:19]=2)[CH:10]=[CH:11][CH:12]=1.[I:25]I.S(=O)(O)[O-].[Na+], predict the reaction product. The product is: [I:25][C:7]1[CH:8]=[C:9]([CH2:13][CH2:14][CH2:15][CH2:16][O:17][CH2:18][CH2:19][CH2:20][CH2:21][CH2:22][CH2:23][Br:24])[CH:10]=[CH:11][CH:12]=1. (2) Given the reactants [N:1]([C@@H:4]([C@H:8]([C:15]1[CH:20]=[CH:19][C:18]([F:21])=[CH:17][CH:16]=1)[C:9]1[CH:14]=[CH:13][N:12]=[CH:11][CH:10]=1)[C:5]([OH:7])=O)=[N+]=[N-].[NH2:22][C:23]1[CH:53]=[CH:52][CH:51]=[C:50]([F:54])[C:24]=1[CH2:25][CH2:26][C@H:27]1[O:32][CH2:31][C@@H:30]([CH2:33][O:34][C:35](=[O:42])[NH:36][CH2:37][C:38]([F:41])([F:40])[F:39])[N:29](C(OC(C)(C)C)=O)[CH2:28]1, predict the reaction product. The product is: [F:21][C:18]1[CH:19]=[CH:20][C:15]([C@H:8]([C:9]2[CH:14]=[CH:13][N:12]=[CH:11][CH:10]=2)[C@@H:4]([C:5]([NH:22][C:23]2[CH:53]=[CH:52][CH:51]=[C:50]([F:54])[C:24]=2[CH2:25][CH2:26][C@H:27]2[O:32][CH2:31][C@@H:30]([CH2:33][O:34][C:35](=[O:42])[NH:36][CH2:37][C:38]([F:39])([F:41])[F:40])[NH:29][CH2:28]2)=[O:7])[NH:1][C:35]([O:34][CH3:33])=[O:42])=[CH:16][CH:17]=1.